This data is from Microsomal clearance measurements from AstraZeneca. The task is: Regression/Classification. Given a drug SMILES string, predict its absorption, distribution, metabolism, or excretion properties. Task type varies by dataset: regression for continuous measurements (e.g., permeability, clearance, half-life) or binary classification for categorical outcomes (e.g., BBB penetration, CYP inhibition). For this dataset (clearance_microsome_az), we predict log10(clearance) (log10 of the in vitro intrinsic clearance, CLint, in uL/min per mg of human liver microsomal protein, equivalently mL/min/g; values are censored to the assay range of 3 to 150, which is 0.477 to 2.18 on this log10 scale). (1) The drug is Cc1ccc2c(NC[C@](O)(CC(C)(C)c3cc(F)cc4c3OCC4)C(F)(F)F)cccc2n1. The log10(clearance) is 2.18. (2) The drug is Cc1ccc(C(=O)Nc2nccs2)cc1-n1cnc2ccc(N3CCN(C)CC3)cc2c1=O. The log10(clearance) is 0.850. (3) The drug is Cc1[nH]c2nc(NCc3cccc(Br)c3)nn2c(=O)c1Cc1ccccc1. The log10(clearance) is 1.18.